Dataset: NCI-60 drug combinations with 297,098 pairs across 59 cell lines. Task: Regression. Given two drug SMILES strings and cell line genomic features, predict the synergy score measuring deviation from expected non-interaction effect. (1) Drug 1: CN1CCC(CC1)COC2=C(C=C3C(=C2)N=CN=C3NC4=C(C=C(C=C4)Br)F)OC. Drug 2: CC1CCC2CC(C(=CC=CC=CC(CC(C(=O)C(C(C(=CC(C(=O)CC(OC(=O)C3CCCCN3C(=O)C(=O)C1(O2)O)C(C)CC4CCC(C(C4)OC)OCCO)C)C)O)OC)C)C)C)OC. Cell line: M14. Synergy scores: CSS=-0.217, Synergy_ZIP=-1.12, Synergy_Bliss=-2.28, Synergy_Loewe=-11.3, Synergy_HSA=-5.03. (2) Drug 1: CC(C1=C(C=CC(=C1Cl)F)Cl)OC2=C(N=CC(=C2)C3=CN(N=C3)C4CCNCC4)N. Drug 2: C1C(C(OC1N2C=C(C(=O)NC2=O)F)CO)O. Cell line: NCI-H322M. Synergy scores: CSS=17.3, Synergy_ZIP=5.68, Synergy_Bliss=10.5, Synergy_Loewe=-1.11, Synergy_HSA=6.38. (3) Drug 1: CC1OCC2C(O1)C(C(C(O2)OC3C4COC(=O)C4C(C5=CC6=C(C=C35)OCO6)C7=CC(=C(C(=C7)OC)O)OC)O)O. Drug 2: C1=NC2=C(N1)C(=S)N=CN2. Cell line: SK-OV-3. Synergy scores: CSS=5.34, Synergy_ZIP=-11.9, Synergy_Bliss=-20.1, Synergy_Loewe=-24.3, Synergy_HSA=-16.9.